Dataset: Forward reaction prediction with 1.9M reactions from USPTO patents (1976-2016). Task: Predict the product of the given reaction. (1) Given the reactants [OH-].[K+].[CH2:3]([C:10]1[N:15]=[N:14][C:13]([N:16]2[CH2:21][CH2:20][N:19]([C:22]3[CH:27]=[N:26][C:25]([C:28](=[O:30])[CH3:29])=[CH:24][N:23]=3)[C@H:18]([CH3:31])[CH2:17]2)=[C:12]([CH3:32])[C:11]=1[CH3:33])[C:4]1[CH:9]=[CH:8][CH:7]=[CH:6][CH:5]=1.C(O)(=[O:36])C.C(O)(=O)C.IC1C=CC=CC=1.Cl.C([O-])(O)=O.[Na+], predict the reaction product. The product is: [CH2:3]([C:10]1[N:15]=[N:14][C:13]([N:16]2[CH2:21][CH2:20][N:19]([C:22]3[CH:27]=[N:26][C:25]([C:28](=[O:30])[CH2:29][OH:36])=[CH:24][N:23]=3)[C@H:18]([CH3:31])[CH2:17]2)=[C:12]([CH3:32])[C:11]=1[CH3:33])[C:4]1[CH:9]=[CH:8][CH:7]=[CH:6][CH:5]=1. (2) Given the reactants [F:1][C:2]1[CH:22]=[CH:21][CH:20]=[C:19]([F:23])[C:3]=1[CH2:4][O:5][C:6]1[C:7]2[N:8]([C:12]([C:16]([OH:18])=O)=[C:13]([CH3:15])[N:14]=2)[CH:9]=[CH:10][CH:11]=1.F[B-](F)(F)F.[N:29]1(O[C+](N(C)C)N(C)C)[C:33]2[CH:34]=[CH:35][CH:36]=[CH:37][C:32]=2N=N1.CN1CC[O:50]CC1.N[C@H](CCCC)CO.Cl, predict the reaction product. The product is: [F:1][C:2]1[CH:22]=[CH:21][CH:20]=[C:19]([F:23])[C:3]=1[CH2:4][O:5][C:6]1[C:7]2[N:8]([C:12]([C:16]([NH:29][C@@H:33]([CH2:32][CH2:37][CH2:36][CH2:35][OH:50])[CH3:34])=[O:18])=[C:13]([CH3:15])[N:14]=2)[CH:9]=[CH:10][CH:11]=1. (3) Given the reactants [F:1][C:2]1[CH:7]=[CH:6][C:5]([CH2:8][CH2:9][N:10]([CH3:20])[S:11]([C:14]2[CH:18]=[C:17](Cl)[S:16][CH:15]=2)(=[O:13])=[O:12])=[CH:4][CH:3]=1.[CH2:21]([O:23]C([Sn](CCCC)(CCCC)CCCC)=C)[CH3:22].[F-].[Cs+], predict the reaction product. The product is: [F:1][C:2]1[CH:7]=[CH:6][C:5]([CH2:8][CH2:9][N:10]([CH3:20])[S:11]([C:14]2[CH:18]=[C:17]([C:21](=[O:23])[CH3:22])[S:16][CH:15]=2)(=[O:13])=[O:12])=[CH:4][CH:3]=1. (4) Given the reactants [CH2:1]([N:8]([C@H:13]([C:17]1[CH:22]=[CH:21][CH:20]=[CH:19][CH:18]=1)[C@@H:14]([OH:16])[CH3:15])[C:9](=[O:12])[CH2:10]Cl)[C:2]1[CH:7]=[CH:6][CH:5]=[CH:4][CH:3]=1.[H-].[Na+], predict the reaction product. The product is: [CH2:1]([N:8]1[C@H:13]([C:17]2[CH:22]=[CH:21][CH:20]=[CH:19][CH:18]=2)[C@H:14]([CH3:15])[O:16][CH2:10][C:9]1=[O:12])[C:2]1[CH:7]=[CH:6][CH:5]=[CH:4][CH:3]=1. (5) Given the reactants C([NH+](CC)CC)C.[CH3:8][O:9][C:10]1[CH:15]=[CH:14][C:13]([C:16]([NH:29][CH2:30][CH2:31][CH2:32][CH2:33][CH2:34][C:35]([O-:37])=[O:36])([C:23]2[CH:28]=[CH:27][CH:26]=[CH:25][CH:24]=2)[C:17]2[CH:22]=[CH:21][CH:20]=[CH:19][CH:18]=2)=[CH:12][CH:11]=1.C(N(CC)CC)C.[CH:45]1[C:50]([F:51])=[C:49]([F:52])[C:48](OC(C(F)(F)F)=O)=[C:47]([F:60])[C:46]=1[F:61], predict the reaction product. The product is: [CH3:8][O:9][C:10]1[CH:15]=[CH:14][C:13]([C:16]([NH:29][CH2:30][CH2:31][CH2:32][CH2:33][CH2:34][C:35]([O:37][C:45]2[C:50]([F:51])=[C:49]([F:52])[CH:48]=[C:47]([F:60])[C:46]=2[F:61])=[O:36])([C:17]2[CH:22]=[CH:21][CH:20]=[CH:19][CH:18]=2)[C:23]2[CH:24]=[CH:25][CH:26]=[CH:27][CH:28]=2)=[CH:12][CH:11]=1. (6) Given the reactants [NH2:1][C:2]1[N:6]([C:7]2[CH:12]=[CH:11][CH:10]=[CH:9][C:8]=2[O:13][CH3:14])[N:5]=[C:4]([CH2:15][CH3:16])[C:3]=1[C:17]#[N:18].CO[C:21](=O)[C:22]1[CH:27]=[C:26](C)[CH:25]=[CH:24][C:23]=1Br.C(=O)([O-])[O-].[Cs+].[Cs+], predict the reaction product. The product is: [CH2:15]([C:4]1[C:3]([C:17]#[N:18])=[C:2]([NH:1][C:25]2[CH:26]=[CH:27][C:22]([CH3:21])=[CH:23][CH:24]=2)[N:6]([C:7]2[CH:12]=[CH:11][CH:10]=[CH:9][C:8]=2[O:13][CH3:14])[N:5]=1)[CH3:16]. (7) Given the reactants C(P(C(C)(C)C)C1C=CC=CC=1C1C(C(C)C)=CC(C(C)C)=CC=1C(C)C)(C)(C)C.[CH3:31][NH2:32].C([O-])([O-])=O.[Cs+].[Cs+].Cl[C:40]1[CH:49]=[C:48]2[C:43]([CH:44]=[C:45]([C:51]3[C:52]([CH3:67])=[CH:53][C:54]([F:66])=[C:55]([NH:57][C:58]([NH:60][CH2:61][CH2:62][CH:63]4[CH2:65][CH2:64]4)=[O:59])[CH:56]=3)[C:46]([CH3:50])=[N:47]2)=[CH:42][N:41]=1, predict the reaction product. The product is: [CH:63]1([CH2:62][CH2:61][NH:60][C:58]([NH:57][C:55]2[CH:56]=[C:51]([C:45]3[C:46]([CH3:50])=[N:47][C:48]4[C:43]([CH:44]=3)=[CH:42][N:41]=[C:40]([NH:32][CH3:31])[CH:49]=4)[C:52]([CH3:67])=[CH:53][C:54]=2[F:66])=[O:59])[CH2:65][CH2:64]1. (8) Given the reactants [C:1]12([NH:11][C:12](=[O:20])[NH:13][CH2:14][CH2:15][CH2:16][C:17]([OH:19])=[O:18])[CH2:10][CH:5]3[CH2:6][CH:7]([CH2:9][CH:3]([CH2:4]3)[CH2:2]1)[CH2:8]2.[CH2:21]([O:23][C:24](=[O:33])[C:25]1[CH:30]=[CH:29][C:28]([CH2:31]O)=[CH:27][CH:26]=1)[CH3:22].CCN=C=NCCCN(C)C, predict the reaction product. The product is: [CH2:21]([O:23][C:24](=[O:33])[C:25]1[CH:30]=[CH:29][C:28]([CH2:31][O:18][C:17](=[O:19])[CH2:16][CH2:15][CH2:14][NH:13][C:12]([NH:11][C:1]23[CH2:8][CH:7]4[CH2:9][CH:3]([CH2:4][CH:5]([CH2:6]4)[CH2:10]2)[CH2:2]3)=[O:20])=[CH:27][CH:26]=1)[CH3:22].